From a dataset of Drug-target binding data from BindingDB using Ki measurements. Regression. Given a target protein amino acid sequence and a drug SMILES string, predict the binding affinity score between them. We predict pKi (pKi = -log10(Ki in M); higher means stronger inhibition). Dataset: bindingdb_ki. (1) The drug is O=C(O)[C@H](Cc1ccccc1)C[N+](=O)[O-]. The target protein (P15085) has sequence MRGLLVLSVLLGAVFGKEDFVGHQVLRISVADEAQVQKVKELEDLEHLQLDFWRGPAHPGSPIDVRVPFPSIQAVKIFLESHGISYETMIEDVQSLLDEEQEQMFAFRSRARSTDTFNYATYHTLEEIYDFLDLLVAENPHLVSKIQIGNTYEGRPIYVLKFSTGGSKRPAIWIDTGIHSREWVTQASGVWFAKKITQDYGQDAAFTAILDTLDIFLEIVTNPDGFAFTHSTNRMWRKTRSHTAGSLCIGVDPNRNWDAGFGLSGASSNPCSETYHGKFANSEVEVKSIVDFVKDHGNIKAFISIHSYSQLLMYPYGYKTEPVPDQDELDQLSKAAVTALASLYGTKFNYGSIIKAIYQASGSTIDWTYSQGIKYSFTFELRDTGRYGFLLPASQIIPTAKETWLALLTIMEHTLNHPY. The pKi is 6.8. (2) The compound is COc1ccccc1C1CC(c2ccccc2)=NN1C(=O)c1ccccc1. The target protein sequence is MWQLLATLSCLLVLTSARSSLHFPPLSDEMVNYVNKQNTTWKAGHNFYNVDLSYVKKLCGAILGGPKLPQRDAFAADMVLPDSFDAREQWPNCPTIKEIRDQGSCGSCWAFGAVEAISDRICIHSKGRVNVEVSAEDMLTCCGSECGDGCNGGFPSGAWNFWTKKGLVSGGLYDSHVGCRPYSIPPCEHHVNGSRPPCTGEGDTPKCSKICEPGYSPSYKDDKHFGCSSYSVSSNEKEIMAEIYKNGPVEGAFSVYSDFLLYKSGVYQHVSGEMMGGHAIRILGWGVENDTPYWLVGNSWNTDWGDKGFFKILRGQDHCGIESEIVAGMPCTHQY. The pKi is 7.3. (3) The compound is CNS(=O)(=O)Cc1ccc2[nH]cc(CCN(C)C)c2c1. The target protein sequence is MNLTNYTTEASVAVKPKTVTEKMLICMTLVIITTLTMLLNSAVIMAICTTRKLHQPANYLICSLAVTDLLVAVLVMPLSVMYIVMDNWRLGYFICEVWLSVDMTCCTCSILHLCVIALDRYWAITKAIEYARKRTARRAGLMILTVWTISIFISMPPLFWRSHRQVSPPPSQCTIQHDHVIYTIYSTLGAFYIPLTLILILYYRIYHAAKSLYQKRGSSRHLSNRSTDSQNSFASCKLTQTFCVSDFSTSDPTTEFEKIHTSIRIPPFDNDLDQPGERQQISSTRERKAARILGLILGAFILSWLPFFIKELIVGLSIYTVSSEVGDFLTWLGYVNSLINPLLYTSFNEDFKLAFKKLIRCREHT. The pKi is 5.6. (4) The compound is C1Cc2[nH]nc(-c3nnn[nH]3)c2C1. The target protein (Q8TDS4) has sequence MNRHHLQDHFLEIDKKNCCVFRDDFIVKVLPPVLGLEFIFGLLGNGLALWIFCFHLKSWKSSRIFLFNLAVADFLLIICLPFLMDNYVRRWDWKFGDIPCRLMLFMLAMNRQGSIIFLTVVAVDRYFRVVHPHHALNKISNRTAAIISCLLWGITIGLTVHLLKKKMPIQNGGANLCSSFSICHTFQWHEAMFLLEFFLPLGIILFCSARIIWSLRQRQMDRHAKIKRAITFIMVVAIVFVICFLPSVVVRIRIFWLLHTSGTQNCEVYRSVDLAFFITLSFTYMNSMLDPVVYYFSSPSFPNFFSTLINRCLQRKMTGEPDNNRSTSVELTGDPNKTRGAPEALMANSGEPWSPSYLGPTSP. The pKi is 6.3.